Dataset: Peptide-MHC class I binding affinity with 185,985 pairs from IEDB/IMGT. Task: Regression. Given a peptide amino acid sequence and an MHC pseudo amino acid sequence, predict their binding affinity value. This is MHC class I binding data. (1) The peptide sequence is IVLPEKDSW. The MHC is HLA-A03:01 with pseudo-sequence HLA-A03:01. The binding affinity (normalized) is 0. (2) The binding affinity (normalized) is 0.549. The peptide sequence is YMPTVIEHL. The MHC is HLA-A02:03 with pseudo-sequence HLA-A02:03. (3) The peptide sequence is LLTQSNAGF. The MHC is HLA-B40:01 with pseudo-sequence HLA-B40:01. The binding affinity (normalized) is 0.0847. (4) The peptide sequence is KSLFNTIATLY. The MHC is HLA-A02:03 with pseudo-sequence HLA-A02:03. The binding affinity (normalized) is 0.302.